From a dataset of Forward reaction prediction with 1.9M reactions from USPTO patents (1976-2016). Predict the product of the given reaction. (1) Given the reactants [CH2:1]([O:3][C:4]([C:6]1([CH2:18][O:19]C)[CH2:10][CH2:9][N:8]([CH2:11][C:12]2[CH:17]=[CH:16][CH:15]=[CH:14][CH:13]=2)[CH2:7]1)=O)C.[H-].[Al+3].[Li+].[H-].[H-].[H-], predict the reaction product. The product is: [CH2:11]([N:8]1[CH2:9][CH2:10][C:6]([CH2:18][OH:19])([CH2:4][O:3][CH3:1])[CH2:7]1)[C:12]1[CH:13]=[CH:14][CH:15]=[CH:16][CH:17]=1. (2) Given the reactants C(O)=O.[NH2:4][CH2:5][CH2:6][C:7]1[CH:34]=[CH:33][C:10]([NH:11][CH:12]2[CH2:17][CH2:16][N:15]([C:18]([NH:20][C:21]3[CH:32]=[CH:31][C:24]([O:25][CH2:26][C:27]([O:29]C)=[O:28])=[CH:23][CH:22]=3)=[O:19])[CH2:14][CH2:13]2)=[CH:9][CH:8]=1.C([Si]([O:52][C:53]1[CH:58]=[CH:57][C:56]([O:59][CH2:60][CH:61]2[CH2:63][O:62]2)=[CH:55][CH:54]=1)(C1C=CC=CC=1)C1C=CC=CC=1)(C)(C)C, predict the reaction product. The product is: [OH:62][C@H:61]([CH2:60][O:59][C:56]1[CH:57]=[CH:58][C:53]([OH:52])=[CH:54][CH:55]=1)[CH2:63][NH:4][CH2:5][CH2:6][C:7]1[CH:8]=[CH:9][C:10]([NH:11][CH:12]2[CH2:17][CH2:16][N:15]([C:18]([NH:20][C:21]3[CH:22]=[CH:23][C:24]([O:25][CH2:26][C:27]([OH:29])=[O:28])=[CH:31][CH:32]=3)=[O:19])[CH2:14][CH2:13]2)=[CH:33][CH:34]=1.